Dataset: Full USPTO retrosynthesis dataset with 1.9M reactions from patents (1976-2016). Task: Predict the reactants needed to synthesize the given product. (1) Given the product [Br:1][C:2]1[C:3]([S:8]([CH:11]2[CH2:15][CH2:14][NH:13][CH2:12]2)(=[O:9])=[O:10])=[N:4][CH:5]=[CH:6][CH:7]=1, predict the reactants needed to synthesize it. The reactants are: [Br:1][C:2]1[C:3]([S:8]([CH:11]2[CH2:15][CH2:14][N:13](C(OC(C)(C)C)=O)[CH2:12]2)(=[O:10])=[O:9])=[N:4][CH:5]=[CH:6][CH:7]=1.Cl. (2) Given the product [CH3:3][N:4]1[CH2:5][CH2:6][N:7]([C:10]([C:12]2[CH:13]=[CH:14][C:15]([O:22][CH2:23][C:24]3[CH:29]=[CH:28][CH:27]=[CH:26][CH:25]=3)=[C:16]([CH:21]=2)[C:17]([OH:19])=[O:18])=[O:11])[CH2:8][CH2:9]1, predict the reactants needed to synthesize it. The reactants are: [Li+].[OH-].[CH3:3][N:4]1[CH2:9][CH2:8][N:7]([C:10]([C:12]2[CH:13]=[CH:14][C:15]([O:22][CH2:23][C:24]3[CH:29]=[CH:28][CH:27]=[CH:26][CH:25]=3)=[C:16]([CH:21]=2)[C:17]([O:19]C)=[O:18])=[O:11])[CH2:6][CH2:5]1.Cl. (3) The reactants are: [CH3:1][N:2]1[CH2:7][CH2:6][N:5]([C:8]2[N:13]=[C:12](N)[C:11]([N+:15]([O-:17])=[O:16])=[CH:10][CH:9]=2)[CH2:4][CH2:3]1.N1C=CC=CC=1.N([O-])=O.[Na+].[FH:28]. Given the product [F:28][C:12]1[N:13]=[C:8]([N:5]2[CH2:6][CH2:7][N:2]([CH3:1])[CH2:3][CH2:4]2)[CH:9]=[CH:10][C:11]=1[N+:15]([O-:17])=[O:16], predict the reactants needed to synthesize it.